This data is from Reaction yield outcomes from USPTO patents with 853,638 reactions. The task is: Predict the reaction yield, written as a fraction of the theoretical maximum amount of product (1.0 means a 100% yield; for example, 0.34 means a 34% yield). (1) The reactants are [NH:1]1[CH2:9][CH2:8][NH:7][CH2:6][CH2:5][NH:4][CH2:3][CH2:2]1.[CH2:10]([O:12][C:13]([C:15]1[CH:20]=[C:19]([C:21]2[C:26]([O:27][CH3:28])=[CH:25][C:24]([O:29][CH3:30])=[CH:23][C:22]=2[O:31][CH3:32])[CH:18]=[C:17]([CH2:33]Br)[N:16]=1)=[O:14])[CH3:11]. The catalyst is C(#N)C. The product is [CH2:10]([O:12][C:13]([C:15]1[N:16]=[C:17]([CH2:33][N:1]2[CH2:9][CH2:8][N:7]([CH2:33][C:17]3[CH:18]=[C:19]([C:21]4[C:22]([O:31][CH3:32])=[CH:23][C:24]([O:29][CH3:30])=[CH:25][C:26]=4[O:27][CH3:28])[CH:20]=[C:15]([C:13]([O:12][CH2:10][CH3:11])=[O:14])[N:16]=3)[CH2:6][CH2:5][N:4]([CH2:33][C:17]3[N:16]=[C:15]([C:13]([O:12][CH2:10][CH3:11])=[O:14])[CH:20]=[C:19]([C:21]4[C:26]([O:27][CH3:28])=[CH:25][C:24]([O:29][CH3:30])=[CH:23][C:22]=4[O:31][CH3:32])[CH:18]=3)[CH2:3][CH2:2]2)[CH:18]=[C:19]([C:21]2[C:26]([O:27][CH3:28])=[CH:25][C:24]([O:29][CH3:30])=[CH:23][C:22]=2[O:31][CH3:32])[CH:20]=1)=[O:14])[CH3:11]. The yield is 0.620. (2) The reactants are Cl[C:2]1[N:7]=[C:6]([CH2:8][CH2:9][C:10]2[CH:15]=[CH:14][CH:13]=[CH:12][C:11]=2[C:16]2([C:19]([NH2:21])=[O:20])[CH2:18][CH2:17]2)[C:5]([Cl:22])=[CH:4][N:3]=1.[NH2:23][C:24]1[CH:25]=[CH:26][C:27]([C:30](=[O:32])[CH3:31])=[N:28][CH:29]=1.C([O-])([O-])=O.[Cs+].[Cs+]. The catalyst is O1CCOCC1.C([O-])(=O)C.[Pd+2].C([O-])(=O)C.CC1(C)C2C(=C(P(C3C=CC=CC=3)C3C=CC=CC=3)C=CC=2)OC2C(P(C3C=CC=CC=3)C3C=CC=CC=3)=CC=CC1=2. The product is [C:30]([C:27]1[N:28]=[CH:29][C:24]([NH:23][C:2]2[N:7]=[C:6]([CH2:8][CH2:9][C:10]3[CH:15]=[CH:14][CH:13]=[CH:12][C:11]=3[C:16]3([C:19]([NH2:21])=[O:20])[CH2:18][CH2:17]3)[C:5]([Cl:22])=[CH:4][N:3]=2)=[CH:25][CH:26]=1)(=[O:32])[CH3:31]. The yield is 0.700.